The task is: Regression/Classification. Given a drug SMILES string, predict its absorption, distribution, metabolism, or excretion properties. Task type varies by dataset: regression for continuous measurements (e.g., permeability, clearance, half-life) or binary classification for categorical outcomes (e.g., BBB penetration, CYP inhibition). Dataset: cyp3a4_veith.. This data is from CYP3A4 inhibition data for predicting drug metabolism from PubChem BioAssay. (1) The compound is Cn1ccc2cc(NC(=O)Nc3cccnc3)ccc21. The result is 1 (inhibitor). (2) The drug is O=C1CC2(CCCC2)CC(=O)N1CCNC[C@H]1COc2ccccc2O1. The result is 1 (inhibitor). (3) The drug is COC(=O)[C@@]1(Cc2ccc(F)cc2)[C@H]2c3cc(C(=O)N4CCCC4)n(CCCNc4ncc(C(F)(F)F)cc4Cl)c3C[C@H]2CN1C(=O)c1ccccc1. The result is 1 (inhibitor). (4) The drug is O=C(c1csnn1)N1CCC2(CC1)CN(c1ncccn1)C2. The result is 0 (non-inhibitor). (5) The molecule is O=C(CN1CCCCC1)Nc1nnc(-c2ccc([N+](=O)[O-])cc2)s1. The result is 1 (inhibitor). (6) The compound is C/C(=N/O)c1ccc2cc(Br)c3ccccc3c2c1. The result is 0 (non-inhibitor). (7) The drug is CS(=O)(=O)N1CCC2(CCN(C(=O)Nc3cccc(F)c3)CC2)CC1. The result is 0 (non-inhibitor). (8) The compound is CCn1cc(C(=O)O)c(=O)c2cc(F)c(N3CCNCC3)nc21. The result is 0 (non-inhibitor). (9) The compound is CCOc1ccc(C(F)(F)F)cc1NC(C)=O. The result is 0 (non-inhibitor).